The task is: Predict the product of the given reaction.. This data is from Forward reaction prediction with 1.9M reactions from USPTO patents (1976-2016). (1) Given the reactants [NH:1]1[C:6]2[CH:7]=[CH:8][CH:9]=[CH:10][C:5]=2[C:4](=[O:11])[O:3][C:2]1=[O:12].[C:13](=O)([O-])[O-].[K+].[K+].COS(OC)(=O)=O.ClCCl, predict the reaction product. The product is: [CH3:13][N:1]1[C:6]2[CH:7]=[CH:8][CH:9]=[CH:10][C:5]=2[C:4](=[O:11])[O:3][C:2]1=[O:12]. (2) Given the reactants C([N:3]([CH2:6]C)CC)C.C([N:15]1[CH2:20][CH2:19][CH:18]([NH:21]C(=O)[O-])[CH2:17][CH2:16]1)C1C=CC=CC=1.Cl[S:26](O)(=[O:28])=[O:27], predict the reaction product. The product is: [NH2:21][CH:18]1[CH2:17][CH2:16][N:15]([S:26]([NH:3][CH3:6])(=[O:28])=[O:27])[CH2:20][CH2:19]1.